From a dataset of Forward reaction prediction with 1.9M reactions from USPTO patents (1976-2016). Predict the product of the given reaction. (1) The product is: [C:7]1([C:13]2[C:24]([CH2:25][OH:26])=[C:16]3[C:17]4[CH2:23][CH2:22][O:21][C:18]=4[CH:19]=[CH:20][N:15]3[N:14]=2)[CH:8]=[CH:9][CH:10]=[CH:11][CH:12]=1. Given the reactants [H-].[Al+3].[Li+].[H-].[H-].[H-].[C:7]1([C:13]2[C:24]([C:25](OC)=[O:26])=[C:16]3[C:17]4[CH2:23][CH2:22][O:21][C:18]=4[CH:19]=[CH:20][N:15]3[N:14]=2)[CH:12]=[CH:11][CH:10]=[CH:9][CH:8]=1.O.O.O.O.O.O.O.O.O.O.S([O-])([O-])(=O)=O.[Na+].[Na+], predict the reaction product. (2) The product is: [NH2:1][S:2]([C:5]1[CH:6]=[C:7]([CH:8]=[CH:9][C:10]=1[CH3:11])[NH2:12])(=[O:3])=[O:4]. Given the reactants [NH2:1][S:2]([C:5]1[CH:6]=[C:7]([N+:12]([O-])=O)[CH:8]=[CH:9][C:10]=1[CH3:11])(=[O:4])=[O:3], predict the reaction product. (3) Given the reactants [CH2:1]([N:8]([S:18]([C:21]1[N:22]=[CH:23][N:24]([CH3:26])[CH:25]=1)(=[O:20])=[O:19])[C:9]1[CH:10]=[C:11]([CH:15]=[CH:16][CH:17]=1)[C:12](O)=[O:13])[C:2]1[CH:7]=[CH:6][CH:5]=[CH:4][CH:3]=1.CN(C(ON1N=NC2C=CC=NC1=2)=[N+](C)C)C.F[P-](F)(F)(F)(F)F.C(N(C(C)C)CC)(C)C.[CH2:60]([NH2:67])[C:61]1[CH:66]=[CH:65][CH:64]=[CH:63][CH:62]=1, predict the reaction product. The product is: [CH2:60]([NH:67][C:12](=[O:13])[C:11]1[CH:15]=[CH:16][CH:17]=[C:9]([N:8]([CH2:1][C:2]2[CH:3]=[CH:4][CH:5]=[CH:6][CH:7]=2)[S:18]([C:21]2[N:22]=[CH:23][N:24]([CH3:26])[CH:25]=2)(=[O:20])=[O:19])[CH:10]=1)[C:61]1[CH:66]=[CH:65][CH:64]=[CH:63][CH:62]=1. (4) Given the reactants [NH2:1][C:2]1[C:3]([CH3:13])=[C:4]([CH:9]=[C:10]([Cl:12])[CH:11]=1)[C:5]([O:7][CH3:8])=[O:6].[C:14]([O-])(=O)[CH3:15].[NH4+:18].[CH:19](=O)[CH:20]=O.C(=O)C, predict the reaction product. The product is: [Cl:12][C:10]1[CH:11]=[C:2]([N:1]2[CH:20]=[CH:19][N:18]=[C:14]2[CH3:15])[C:3]([CH3:13])=[C:4]([CH:9]=1)[C:5]([O:7][CH3:8])=[O:6]. (5) Given the reactants [C:1]([C:4]1[C:13]2[C:8](=[CH:9][C:10]([O:19][CH3:20])=[C:11]([O:14][CH2:15][CH2:16][O:17][CH3:18])[CH:12]=2)[CH:7]=[C:6]([NH:21][C:22]2[CH:26]=[C:25]([CH3:27])[NH:24][N:23]=2)[N:5]=1)([CH3:3])=[CH2:2], predict the reaction product. The product is: [CH:1]([C:4]1[C:13]2[C:8](=[CH:9][C:10]([O:19][CH3:20])=[C:11]([O:14][CH2:15][CH2:16][O:17][CH3:18])[CH:12]=2)[CH:7]=[C:6]([NH:21][C:22]2[CH:26]=[C:25]([CH3:27])[NH:24][N:23]=2)[N:5]=1)([CH3:3])[CH3:2]. (6) Given the reactants [F:1][C:2]([F:37])([F:36])[O:3][C:4]1[CH:5]=[C:6]([S:10]([C:13]2[CH:21]=[CH:20][C:19]3[N:18]([CH3:22])[C:17]4[CH2:23][CH:24]5[NH:28][CH:27]([C:16]=4[C:15]=3[C:14]=2C(OC(C)(C)C)=O)[CH2:26][CH2:25]5)(=[O:12])=[O:11])[CH:7]=[CH:8][CH:9]=1.[ClH:38], predict the reaction product. The product is: [ClH:38].[F:37][C:2]([F:1])([F:36])[O:3][C:4]1[CH:5]=[C:6]([S:10]([C:13]2[CH:14]=[C:15]3[C:19](=[CH:20][CH:21]=2)[N:18]([CH3:22])[C:17]2[CH2:23][CH:24]4[NH:28][CH:27]([C:16]3=2)[CH2:26][CH2:25]4)(=[O:12])=[O:11])[CH:7]=[CH:8][CH:9]=1. (7) Given the reactants [F:1][C:2]1([F:15])[CH:7]([C:8]2[CH:13]=[CH:12][C:11]([OH:14])=[CH:10][CH:9]=2)[CH2:6][CH2:5][NH:4][CH2:3]1.Br[CH:17]1[CH2:21][CH2:20][N:19]([CH2:22][C:23]2[CH:28]=[CH:27][C:26]([C:29]([F:32])([F:31])[F:30])=[CH:25][CH:24]=2)[C:18]1=[O:33].C(N(CC)CC)C, predict the reaction product. The product is: [F:15][C:2]1([F:1])[CH:7]([C:8]2[CH:13]=[CH:12][C:11]([OH:14])=[CH:10][CH:9]=2)[CH2:6][CH2:5][N:4]([CH:17]2[CH2:21][CH2:20][N:19]([CH2:22][C:23]3[CH:28]=[CH:27][C:26]([C:29]([F:32])([F:30])[F:31])=[CH:25][CH:24]=3)[C:18]2=[O:33])[CH2:3]1. (8) Given the reactants [C:1]1([C@@H:7]2[NH:11][C@H:10]([CH2:12][O:13][C:14]3[CH:23]=[CH:22][C:17]([C:18]([O:20][CH3:21])=[O:19])=[CH:16][CH:15]=3)[CH2:9][CH2:8]2)[CH:6]=[CH:5][CH:4]=[CH:3][CH:2]=1.[Cl:24][C:25]1[CH:30]=[C:29](Cl)[CH:28]=[CH:27][C:26]=1[NH:32][C:33](=[O:47])[NH:34][C:35]1[CH:40]=[CH:39][C:38]([CH2:41][C:42]([OH:44])=O)=[CH:37][C:36]=1[O:45][CH3:46].CCN=C=NCCCN(C)C.[ClH:59].O, predict the reaction product. The product is: [Cl:59][C:27]1[CH:28]=[CH:29][CH:30]=[C:25]([Cl:24])[C:26]=1[NH:32][C:33](=[O:47])[NH:34][C:35]1[CH:40]=[CH:39][C:38]([CH2:41][C:42]([N:11]2[C@@H:7]([C:1]3[CH:2]=[CH:3][CH:4]=[CH:5][CH:6]=3)[CH2:8][CH2:9][C@H:10]2[CH2:12][O:13][C:14]2[CH:15]=[CH:16][C:17]([C:18]([O:20][CH3:21])=[O:19])=[CH:22][CH:23]=2)=[O:44])=[CH:37][C:36]=1[O:45][CH3:46]. (9) Given the reactants F[C:2]1([F:9])[CH2:5][CH:4]([C:6]([OH:8])=O)[CH2:3]1.C(N1C=CN=C1)(N1C=CN=C1)=O.O[N:23]=[C:24]([C:26]1[CH:27]=[CH:28][C:29]([CH3:44])=[C:30]([NH:32][C:33]([C:35]2[N:39]3[CH:40]=[CH:41][CH:42]=[CH:43][C:38]3=[N:37][CH:36]=2)=[O:34])[CH:31]=1)[NH2:25], predict the reaction product. The product is: [F:9][CH:2]1[CH2:3][CH:4]([C:6]2[O:8][N:23]=[C:24]([C:26]3[CH:27]=[CH:28][C:29]([CH3:44])=[C:30]([NH:32][C:33]([C:35]4[N:39]5[CH:40]=[CH:41][CH:42]=[CH:43][C:38]5=[N:37][CH:36]=4)=[O:34])[CH:31]=3)[N:25]=2)[CH2:5]1. (10) Given the reactants [C:1]1(=[O:14])[C:10]2[C:5](=[CH:6][CH:7]=[CH:8][CH:9]=2)C=[C:3](C(O)=O)[NH:2]1.F[P-](F)(F)(F)(F)F.[N:22]1(OC(N(C)C)=[N+](C)C)[C:26]2N=CC=[CH:30][C:25]=2N=N1.Cl.CN[O:42][CH3:43], predict the reaction product. The product is: [CH3:43][O:42][N:2]([CH3:3])[C:1]([C:10]1[CH:9]=[CH:8][CH:7]=[C:6]2[C:5]=1[N:22]=[CH:26][CH:25]=[CH:30]2)=[O:14].